The task is: Regression. Given two drug SMILES strings and cell line genomic features, predict the synergy score measuring deviation from expected non-interaction effect.. This data is from NCI-60 drug combinations with 297,098 pairs across 59 cell lines. (1) Drug 1: C1=NC2=C(N1)C(=S)N=C(N2)N. Drug 2: CC1C(C(CC(O1)OC2CC(CC3=C2C(=C4C(=C3O)C(=O)C5=C(C4=O)C(=CC=C5)OC)O)(C(=O)CO)O)N)O.Cl. Cell line: OVCAR-8. Synergy scores: CSS=44.0, Synergy_ZIP=-4.13, Synergy_Bliss=-7.65, Synergy_Loewe=-6.13, Synergy_HSA=-4.15. (2) Drug 1: C1=CC=C(C=C1)NC(=O)CCCCCCC(=O)NO. Drug 2: CCC1(CC2CC(C3=C(CCN(C2)C1)C4=CC=CC=C4N3)(C5=C(C=C6C(=C5)C78CCN9C7C(C=CC9)(C(C(C8N6C)(C(=O)OC)O)OC(=O)C)CC)OC)C(=O)OC)O.OS(=O)(=O)O. Cell line: EKVX. Synergy scores: CSS=0.492, Synergy_ZIP=2.08, Synergy_Bliss=1.66, Synergy_Loewe=-0.978, Synergy_HSA=-1.52. (3) Drug 1: CC1=C(C=C(C=C1)NC2=NC=CC(=N2)N(C)C3=CC4=NN(C(=C4C=C3)C)C)S(=O)(=O)N.Cl. Drug 2: B(C(CC(C)C)NC(=O)C(CC1=CC=CC=C1)NC(=O)C2=NC=CN=C2)(O)O. Cell line: U251. Synergy scores: CSS=6.27, Synergy_ZIP=-5.69, Synergy_Bliss=-7.22, Synergy_Loewe=-0.206, Synergy_HSA=-1.84.